From a dataset of Catalyst prediction with 721,799 reactions and 888 catalyst types from USPTO. Predict which catalyst facilitates the given reaction. (1) Reactant: [F:1][C:2]1[C:7]([NH:8][CH2:9][C:10]2[CH:15]=[C:14]([C:16]3[CH:21]=[CH:20][CH:19]=[C:18]([F:22])[CH:17]=3)[CH:13]=[C:12]([F:23])[C:11]=2[CH3:24])=[C:6]([F:25])[CH:5]=[CH:4][C:3]=1[OH:26].C([O-])([O-])=O.[Cs+].[Cs+].Br[CH2:34][C:35]([O:37][CH:38]([CH3:40])[CH3:39])=[O:36].O. Product: [F:1][C:2]1[C:7]([NH:8][CH2:9][C:10]2[CH:15]=[C:14]([C:16]3[CH:21]=[CH:20][CH:19]=[C:18]([F:22])[CH:17]=3)[CH:13]=[C:12]([F:23])[C:11]=2[CH3:24])=[C:6]([F:25])[CH:5]=[CH:4][C:3]=1[O:26][CH2:34][C:35]([O:37][CH:38]([CH3:40])[CH3:39])=[O:36]. The catalyst class is: 3. (2) Reactant: Cl.[CH3:2][CH:3]([CH2:8][N:9]1[CH2:14][CH2:13][CH2:12][CH2:11][CH2:10]1)[CH2:4][C:5]([OH:7])=[O:6].C1N=CN(C(N2C=NC=C2)=O)C=1.[F:27][C:28]1[C:32]([C:33]2[CH:34]=[N:35][C:36]([CH3:39])=[CH:37][CH:38]=2)=[N:31][NH:30][C:29]=1[NH2:40]. Product: [CH:5]([OH:7])=[O:6].[F:27][C:28]1[C:32]([C:33]2[CH:34]=[N:35][C:36]([CH3:39])=[CH:37][CH:38]=2)=[N:31][NH:30][C:29]=1[NH:40][C:5](=[O:7])[CH2:4][CH:3]([CH3:2])[CH2:8][N:9]1[CH2:14][CH2:13][CH2:12][CH2:11][CH2:10]1. The catalyst class is: 26.